This data is from Reaction yield outcomes from USPTO patents with 853,638 reactions. The task is: Predict the reaction yield, written as a fraction of the theoretical maximum amount of product (1.0 means a 100% yield; for example, 0.34 means a 34% yield). (1) The reactants are C[N+]1([O-])CCOCC1.[OH:9][CH2:10][CH2:11][CH2:12][CH2:13][CH2:14][CH2:15][CH2:16][CH2:17][CH2:18][C:19]1[NH:23][C:22](=[O:24])[C:21]2([CH2:29][CH2:28][N:27]([S:30]([CH2:33][CH2:34][C:35]3[C:40]([CH3:41])=[CH:39][C:38]([N:42]([CH3:46])[C:43]([NH2:45])=[O:44])=[CH:37][C:36]=3[CH3:47])(=[O:32])=[O:31])[CH2:26][CH2:25]2)[N:20]=1. The catalyst is C(Cl)Cl.CCC[N+](CCC)(CCC)CCC.[O-][Ru](=O)(=O)=O. The product is [CH3:41][C:40]1[CH:39]=[C:38]([N:42]([CH3:46])[C:43]([NH2:45])=[O:44])[CH:37]=[C:36]([CH3:47])[C:35]=1/[CH:34]=[CH:33]/[S:30]([N:27]1[CH2:28][CH2:29][C:21]2([N:20]=[C:19]([CH2:18][CH2:17][CH2:16][CH2:15][CH2:14][CH2:13][CH2:12][CH2:11][CH:10]=[O:9])[NH:23][C:22]2=[O:24])[CH2:25][CH2:26]1)(=[O:31])=[O:32]. The yield is 0.710. (2) The reactants are [O:1]1[CH:5]=[CH:4][CH:3]=[C:2]1[C:6]1[O:7][C:8]([CH3:37])=[C:9]([CH2:11][O:12][C:13]2[CH:36]=[CH:35][C:16]([CH2:17][C:18]3[O:19][C:20]([CH2:29][CH2:30][C:31]([O:33]C)=[O:32])=[C:21]([C:23]4[CH:28]=[CH:27][CH:26]=[CH:25][CH:24]=4)[N:22]=3)=[CH:15][CH:14]=2)[N:10]=1.O.[OH-].[Li+].O1CCCC1.Cl. The catalyst is CO.O. The product is [O:1]1[CH:5]=[CH:4][CH:3]=[C:2]1[C:6]1[O:7][C:8]([CH3:37])=[C:9]([CH2:11][O:12][C:13]2[CH:36]=[CH:35][C:16]([CH2:17][C:18]3[O:19][C:20]([CH2:29][CH2:30][C:31]([OH:33])=[O:32])=[C:21]([C:23]4[CH:28]=[CH:27][CH:26]=[CH:25][CH:24]=4)[N:22]=3)=[CH:15][CH:14]=2)[N:10]=1. The yield is 0.920. (3) The reactants are C[O:2][C:3]1[CH:4]=[C:5]2[C:10](=[CH:11][CH:12]=1)[CH:9]([C:13]1[CH:18]=[CH:17][C:16]([O:19]C)=[CH:15][CH:14]=1)[N:8]([C:21]1[CH:26]=[CH:25][CH:24]=[CH:23][CH:22]=1)[CH2:7][CH2:6]2.B(Br)(Br)Br. The catalyst is C(Cl)Cl. The product is [OH:19][C:16]1[CH:15]=[CH:14][C:13]([CH:9]2[C:10]3[C:5](=[CH:4][C:3]([OH:2])=[CH:12][CH:11]=3)[CH2:6][CH2:7][N:8]2[C:21]2[CH:22]=[CH:23][CH:24]=[CH:25][CH:26]=2)=[CH:18][CH:17]=1. The yield is 0.770. (4) The reactants are [CH3:1][CH2:2][CH2:3][CH2:4][NH:5][C:6]([CH2:9][C:10]1[CH:15]=[CH:14][CH:13]=[CH:12][CH:11]=1)([CH3:8])[CH3:7].C1C=CC(P(C2C=CC=CC=2)CCCP(C2C=CC=CC=2)C2C=CC=CC=2)=CC=1.CCN(CC)CC. The catalyst is CCO.C([O-])(=O)C.[Pd+2].C([O-])(=O)C. The product is [CH3:1][CH2:2][CH2:3][CH2:4][NH:5][C:6]([CH2:9][CH:10]1[CH2:11][CH2:12][CH2:13][CH2:14][CH2:15]1)([CH3:8])[CH3:7]. The yield is 0.620.